Predict the reactants needed to synthesize the given product. From a dataset of Full USPTO retrosynthesis dataset with 1.9M reactions from patents (1976-2016). (1) Given the product [C:1]([C:3]1[CH:8]=[CH:7][CH:6]=[CH:5][C:4]=1[S:9]([N:12]1[CH2:13][CH2:14][N:15]([C:18]2[CH:23]=[CH:22][C:21]([N:24]3[CH2:28][C@@H:27]([CH2:29][NH+:30]([O-:42])[C:31](=[O:33])[CH3:32])[O:26][C:25]3=[O:34])=[CH:20][C:19]=2[F:35])[CH2:16][CH2:17]1)(=[O:11])=[O:10])#[N:2], predict the reactants needed to synthesize it. The reactants are: [C:1]([C:3]1[CH:8]=[CH:7][CH:6]=[CH:5][C:4]=1[S:9]([N:12]1[CH2:17][CH2:16][N:15]([C:18]2[CH:23]=[CH:22][C:21]([N:24]3[CH2:28][C@H:27]([CH2:29][NH:30][C:31](=[O:33])[CH3:32])[O:26][C:25]3=[O:34])=[CH:20][C:19]=2[F:35])[CH2:14][CH2:13]1)(=[O:11])=[O:10])#[N:2].C1C=C([O:42]O)C(C(O)=O)=C(C(O)=O)C=1. (2) Given the product [O:1]([C:3]1[CH:4]=[CH:5][C:6]2[N:10]=[N:9][N:8]([CH2:18][CH2:17][CH2:16][CH2:15][Cl:14])[C:7]=2[CH:11]=1)[CH3:2], predict the reactants needed to synthesize it. The reactants are: [O:1]([C:3]1[CH:4]=[CH:5][C:6]2[N:10]=[N:9][NH:8][C:7]=2[CH:11]=1)[CH3:2].[OH-].[Na+].[Cl:14][CH2:15][CH2:16][CH2:17][CH2:18]Br.